From a dataset of Forward reaction prediction with 1.9M reactions from USPTO patents (1976-2016). Predict the product of the given reaction. (1) Given the reactants Br[C:2]1[CH:7]=[CH:6][CH:5]=[CH:4][N:3]=1.[Br:8][C:9]1[C:14]2[N:15]=[C:16]([CH2:18][CH2:19][C:20]#[CH:21])[O:17][C:13]=2[CH:12]=[CH:11][CH:10]=1, predict the reaction product. The product is: [Br:8][C:9]1[C:14]2[N:15]=[C:16]([CH2:18][CH2:19][C:20]#[C:21][C:2]3[CH:7]=[CH:6][CH:5]=[CH:4][N:3]=3)[O:17][C:13]=2[CH:12]=[CH:11][CH:10]=1. (2) Given the reactants [F:1][C:2]1[CH:7]=[CH:6][C:5]([O:8][CH3:9])=[CH:4][C:3]=1[C:10]1[CH:11]=[CH:12][C:13]([CH2:21][OH:22])=[N:14][C:15]=1[O:16][CH2:17][CH:18]([CH3:20])[CH3:19].[CH:23]1([CH:26]([C:32]2[CH:37]=[CH:36][CH:35]=[C:34](O)[CH:33]=2)[CH2:27][C:28]([O:30][CH3:31])=[O:29])[CH2:25][CH2:24]1.N(C(N1CCCCC1)=O)=NC(N1CCCCC1)=O.C(P(CCCC)CCCC)CCC, predict the reaction product. The product is: [CH:23]1([CH:26]([C:32]2[CH:33]=[CH:34][CH:35]=[C:36]([O:22][CH2:21][C:13]3[CH:12]=[CH:11][C:10]([C:3]4[CH:4]=[C:5]([O:8][CH3:9])[CH:6]=[CH:7][C:2]=4[F:1])=[C:15]([O:16][CH2:17][CH:18]([CH3:19])[CH3:20])[N:14]=3)[CH:37]=2)[CH2:27][C:28]([O:30][CH3:31])=[O:29])[CH2:24][CH2:25]1.